From a dataset of Reaction yield outcomes from USPTO patents with 853,638 reactions. Predict the reaction yield, written as a fraction of the theoretical maximum amount of product (1.0 means a 100% yield; for example, 0.34 means a 34% yield). The reactants are C([SiH2][O:6][C:7](C)(C)[CH:8]1[CH:12]([O:13][C:14](=[O:30])[CH:15]([NH:19][C:20]([O:22][CH2:23][C:24]2[CH:29]=[CH:28][CH:27]=[CH:26][CH:25]=2)=[O:21])[CH:16]([CH3:18])[CH3:17])[C:11]([OH:32])([CH3:31])[CH:10]([N:33]2[CH:57]=[C:37]3[C:38]([NH:46][C:47]([O:49][CH2:50][O:51][C:52](=[O:56])[CH:53]([CH3:55])[CH3:54])=[O:48])=[CH:39][C:40]4[C:41](=[O:45])[NH:42][N:43]=[CH:44][C:35]([C:36]=43)=[N:34]2)[O:9]1)(C)(C)C. The catalyst is C1COCC1. The product is [OH:32][C:11]1([CH3:31])[CH:10]([N:33]2[CH:57]=[C:37]3[C:38]([NH:46][C:47]([O:49][CH2:50][O:51][C:52](=[O:56])[CH:53]([CH3:55])[CH3:54])=[O:48])=[CH:39][C:40]4[C:41](=[O:45])[NH:42][N:43]=[CH:44][C:35]([C:36]=43)=[N:34]2)[O:9][CH:8]([CH2:7][OH:6])[CH:12]1[O:13][C:14](=[O:30])[CH:15]([NH:19][C:20]([O:22][CH2:23][C:24]1[CH:29]=[CH:28][CH:27]=[CH:26][CH:25]=1)=[O:21])[CH:16]([CH3:18])[CH3:17]. The yield is 0.700.